From a dataset of Forward reaction prediction with 1.9M reactions from USPTO patents (1976-2016). Predict the product of the given reaction. The product is: [Cl:1][C:2]1[C:3]2[N:9]([CH2:10][CH2:11][OH:12])[CH:16]=[N:8][C:4]=2[CH:5]=[CH:6][CH:7]=1. Given the reactants [Cl:1][C:2]1[CH:7]=[CH:6][CH:5]=[C:4]([NH2:8])[C:3]=1[NH:9][CH2:10][CH2:11][OH:12].Cl.[OH-].[Na+].[CH:16](O)=O, predict the reaction product.